From a dataset of Forward reaction prediction with 1.9M reactions from USPTO patents (1976-2016). Predict the product of the given reaction. Given the reactants Br[CH2:2][C:3]1[CH:8]=[CH:7][CH:6]=[C:5]([C:9]([OH:12])([CH3:11])[CH3:10])[N:4]=1.[N-:13]=[N+:14]=[N-:15].[Na+].ClCCl, predict the reaction product. The product is: [N:13]([CH2:2][C:3]1[CH:8]=[CH:7][CH:6]=[C:5]([C:9]([OH:12])([CH3:11])[CH3:10])[N:4]=1)=[N+:14]=[N-:15].